Dataset: Full USPTO retrosynthesis dataset with 1.9M reactions from patents (1976-2016). Task: Predict the reactants needed to synthesize the given product. (1) Given the product [F:40][C:37]([F:38])([F:39])[CH2:36][O:35][C:20]1[N:21]=[C:22]([NH:24][C:25]2[CH:30]=[CH:29][CH:28]=[C:27]([C:31]([F:34])([F:32])[F:33])[CH:26]=2)[N:23]=[C:18]([NH:17][CH:14]2[CH2:15][CH2:16][N:11]([S:8]([C:5]3[CH:4]=[CH:3][C:2]([NH:1][C:41](=[O:43])[CH3:42])=[CH:7][CH:6]=3)(=[O:10])=[O:9])[CH2:12][CH2:13]2)[N:19]=1, predict the reactants needed to synthesize it. The reactants are: [NH2:1][C:2]1[CH:7]=[CH:6][C:5]([S:8]([N:11]2[CH2:16][CH2:15][CH:14]([NH:17][C:18]3[N:23]=[C:22]([NH:24][C:25]4[CH:30]=[CH:29][CH:28]=[C:27]([C:31]([F:34])([F:33])[F:32])[CH:26]=4)[N:21]=[C:20]([O:35][CH2:36][C:37]([F:40])([F:39])[F:38])[N:19]=3)[CH2:13][CH2:12]2)(=[O:10])=[O:9])=[CH:4][CH:3]=1.[C:41](OC(=O)C)(=[O:43])[CH3:42].CCN(C(C)C)C(C)C.C(#N)C. (2) Given the product [Cl:19][C:14]1[CH:13]=[C:12]([C:7]2[C:5]3[N:6]=[C:2]([NH:35][CH:32]4[CH2:33][CH2:34][N:29]([C:25]5[CH:24]=[C:23]([CH3:22])[N:28]=[CH:27][N:26]=5)[CH2:30][CH2:31]4)[S:3][C:4]=3[CH:10]=[C:9]([CH3:11])[CH:8]=2)[CH:17]=[CH:16][C:15]=1[F:18], predict the reactants needed to synthesize it. The reactants are: Br[C:2]1[S:3][C:4]2[CH:10]=[C:9]([CH3:11])[CH:8]=[C:7]([C:12]3[CH:17]=[CH:16][C:15]([F:18])=[C:14]([Cl:19])[CH:13]=3)[C:5]=2[N:6]=1.Cl.Cl.[CH3:22][C:23]1[N:28]=[CH:27][N:26]=[C:25]([N:29]2[CH2:34][CH2:33][CH:32]([NH2:35])[CH2:31][CH2:30]2)[CH:24]=1. (3) Given the product [OH:1][C:2]1[C:3]([O:13][CH3:14])=[C:4]([CH2:8][CH2:9][C:10]([O:12][CH3:19])=[O:11])[CH:5]=[CH:6][CH:7]=1, predict the reactants needed to synthesize it. The reactants are: [OH:1][C:2]1[C:3]([O:13][CH3:14])=[C:4]([CH2:8][CH2:9][C:10]([OH:12])=[O:11])[CH:5]=[CH:6][CH:7]=1.S(Cl)(Cl)=O.[CH3:19]O. (4) Given the product [CH2:1]([N:8]([CH:9]1[CH2:12][N:11]([S:13]([C:16]2[CH:17]=[CH:18][C:19]([O:22][CH2:23][CH2:24][CH2:25][CH3:26])=[CH:20][CH:21]=2)(=[O:15])=[O:14])[CH2:10]1)[CH2:44][CH:42]([OH:43])[CH2:41][O:40][C:30]1[C:31]2[C:32]3[C:37](=[CH:36][CH:35]=[CH:34][CH:33]=3)[NH:38][C:39]=2[CH:27]=[CH:28][CH:29]=1)[C:2]1[CH:7]=[CH:6][CH:5]=[CH:4][CH:3]=1, predict the reactants needed to synthesize it. The reactants are: [CH2:1]([NH:8][CH:9]1[CH2:12][N:11]([S:13]([C:16]2[CH:21]=[CH:20][C:19]([O:22][CH2:23][CH2:24][CH2:25][CH3:26])=[CH:18][CH:17]=2)(=[O:15])=[O:14])[CH2:10]1)[C:2]1[CH:7]=[CH:6][CH:5]=[CH:4][CH:3]=1.[CH:27]1[C:39]2[NH:38][C:37]3[C:32](=[CH:33][CH:34]=[CH:35][CH:36]=3)[C:31]=2[C:30]([O:40][CH:41]2[O:43][C@H:42]2[CH3:44])=[CH:29][CH:28]=1.